From a dataset of Reaction yield outcomes from USPTO patents with 853,638 reactions. Predict the reaction yield, written as a fraction of the theoretical maximum amount of product (1.0 means a 100% yield; for example, 0.34 means a 34% yield). The reactants are [CH:1]1([CH2:4][OH:5])[CH2:3][CH2:2]1.[H-].[Na+].F[C:9]1[CH:14]=[C:13]([F:15])[CH:12]=[CH:11][C:10]=1[N+:16]([O-:18])=[O:17]. The catalyst is C1COCC1. The product is [CH:1]1([CH2:4][O:5][C:9]2[CH:14]=[C:13]([F:15])[CH:12]=[CH:11][C:10]=2[N+:16]([O-:18])=[O:17])[CH2:3][CH2:2]1. The yield is 0.860.